Dataset: Reaction yield outcomes from USPTO patents with 853,638 reactions. Task: Predict the reaction yield, written as a fraction of the theoretical maximum amount of product (1.0 means a 100% yield; for example, 0.34 means a 34% yield). (1) The reactants are [N+:1]([C:4]1[CH:18]=[CH:17][C:7]2[CH2:8][CH2:9][N:10]([C:13]([O:15][CH3:16])=[O:14])[CH2:11][CH2:12][C:6]=2[CH:5]=1)([O-])=O.C(OC)(C)(C)C. The catalyst is [Pd].C(O)C. The product is [NH2:1][C:4]1[CH:18]=[CH:17][C:7]2[CH2:8][CH2:9][N:10]([C:13]([O:15][CH3:16])=[O:14])[CH2:11][CH2:12][C:6]=2[CH:5]=1. The yield is 1.00. (2) The reactants are [Cl:1][C:2]1[CH:9]=[CH:8][CH:7]=[C:6]([CH3:10])[C:3]=1[CH2:4][NH2:5].[S:11]1[CH2:17][C:15](=[O:16])[NH:14][C:12]1=S.CCN(C(C)C)C(C)C. The catalyst is C(#N)C. The product is [Cl:1][C:2]1[CH:9]=[CH:8][CH:7]=[C:6]([CH3:10])[C:3]=1[CH2:4][NH:5][C:12]1[S:11][CH2:17][C:15](=[O:16])[N:14]=1. The yield is 0.285. (3) The catalyst is O1CCOCC1. The reactants are [N:1]1[N:2]2[CH2:13][CH2:12][CH2:11][C:3]2=[CH:4][C:5]=1[C:6]([O:8]CC)=[O:7].[OH-].[Na+].Cl. The yield is 0.570. The product is [N:1]1[N:2]2[CH2:13][CH2:12][CH2:11][C:3]2=[CH:4][C:5]=1[C:6]([OH:8])=[O:7]. (4) The reactants are Cl[C:2](Cl)([O:4]C(=O)OC(Cl)(Cl)Cl)Cl.Cl.[CH2:14]([O:16][C:17](=[O:27])[C@H:18]([CH2:20][C:21]1[CH:26]=[CH:25][CH:24]=[CH:23][CH:22]=1)[NH2:19])[CH3:15].CCN(C(C)C)C(C)C.[NH2:37][C:38]1[CH:47]=[C:46]2[C:41]([C:42]([CH3:49])=[CH:43][C:44](=[O:48])[O:45]2)=[CH:40][CH:39]=1.C(OC(C)C)(C)C. The catalyst is ClCCl.CN(C=O)C. The product is [CH2:14]([O:16][C:17](=[O:27])[C@@H:18]([NH:19][C:2]([NH:37][C:38]1[CH:47]=[C:46]2[C:41]([C:42]([CH3:49])=[CH:43][C:44](=[O:48])[O:45]2)=[CH:40][CH:39]=1)=[O:4])[CH2:20][C:21]1[CH:26]=[CH:25][CH:24]=[CH:23][CH:22]=1)[CH3:15]. The yield is 0.120.